This data is from Reaction yield outcomes from USPTO patents with 853,638 reactions. The task is: Predict the reaction yield, written as a fraction of the theoretical maximum amount of product (1.0 means a 100% yield; for example, 0.34 means a 34% yield). The reactants are [CH:1]1([CH2:4][C:5](Cl)=[O:6])[CH2:3][CH2:2]1.[Cl:8][C:9]1[CH:14]=[CH:13][C:12]([C:15]2[N:16]([CH3:21])[CH:17]=[CH:18][C:19]=2[CH3:20])=[CH:11][CH:10]=1. The catalyst is ClC1C=CC=CC=1.C1(C)C=CC=CC=1.C(=O)(O)[O-].[Na+].[Zn]. The product is [Cl:8][C:9]1[CH:10]=[CH:11][C:12]([C:15]2[N:16]([CH3:21])[C:17]([C:5](=[O:6])[CH2:4][CH:1]3[CH2:3][CH2:2]3)=[CH:18][C:19]=2[CH3:20])=[CH:13][CH:14]=1. The yield is 0.301.